Dataset: Full USPTO retrosynthesis dataset with 1.9M reactions from patents (1976-2016). Task: Predict the reactants needed to synthesize the given product. (1) Given the product [Cl:1][C:2]1[C:3]([CH2:12][O:13][C:14]2[CH:23]=[C:22]3[C:17]([CH2:18][CH2:19][C:20]([CH3:25])([CH3:24])[O:21]3)=[CH:16][CH:15]=2)=[CH:4][C:5]([F:11])=[C:6]([CH:10]=1)[C:7]([NH:29][S:28](=[O:31])(=[O:30])[NH:27][CH3:26])=[O:8], predict the reactants needed to synthesize it. The reactants are: [Cl:1][C:2]1[C:3]([CH2:12][O:13][C:14]2[CH:23]=[C:22]3[C:17]([CH2:18][CH2:19][C:20]([CH3:25])([CH3:24])[O:21]3)=[CH:16][CH:15]=2)=[CH:4][C:5]([F:11])=[C:6]([CH:10]=1)[C:7](O)=[O:8].[CH3:26][NH:27][S:28](=[O:31])(=[O:30])[NH2:29].Cl.C(N=C=NCCCN(C)C)C. (2) Given the product [CH:19]1([CH2:18][C@@H:10]2[CH2:9][NH:8][CH2:12][C@H:11]2[CH2:13][N:14]([CH:15]2[CH2:16][CH2:17]2)[C:36]([CH:34]2[C:33]3[C:28](=[CH:29][CH:30]=[CH:31][CH:32]=3)[NH:27][C:26](=[O:25])[CH2:35]2)=[O:37])[CH2:20][CH2:21][CH2:22][CH2:23][CH2:24]1, predict the reactants needed to synthesize it. The reactants are: C(OC([N:8]1[CH2:12][C@@H:11]([CH2:13][NH:14][CH:15]2[CH2:17][CH2:16]2)[C@H:10]([CH2:18][CH:19]2[CH2:24][CH2:23][CH2:22][CH2:21][CH2:20]2)[CH2:9]1)=O)(C)(C)C.[O:25]=[C:26]1[CH2:35][CH:34]([C:36](O)=[O:37])[C:33]2[C:28](=[CH:29][CH:30]=[CH:31][CH:32]=2)[NH:27]1. (3) Given the product [Cl:18][C:16]1[CH:15]=[CH:14][C:3]([C:4]([O:6][CH2:7][C:8]2[CH:13]=[CH:12][CH:11]=[CH:10][CH:9]=2)=[O:5])=[C:2]([N:40]2[CH2:39][CH2:38][CH:37]([CH2:36][O:35][C:31]3[CH:32]=[CH:33][CH:34]=[C:29]([CH:22]([CH:19]4[CH2:21][CH2:20]4)[CH2:23][C:24]([O:26][CH2:27][CH3:28])=[O:25])[CH:30]=3)[CH2:42][CH2:41]2)[N:17]=1, predict the reactants needed to synthesize it. The reactants are: Cl[C:2]1[N:17]=[C:16]([Cl:18])[CH:15]=[CH:14][C:3]=1[C:4]([O:6][CH2:7][C:8]1[CH:13]=[CH:12][CH:11]=[CH:10][CH:9]=1)=[O:5].[CH:19]1([CH:22]([C:29]2[CH:34]=[CH:33][CH:32]=[C:31]([O:35][CH2:36][CH:37]3[CH2:42][CH2:41][NH:40][CH2:39][CH2:38]3)[CH:30]=2)[CH2:23][C:24]([O:26][CH2:27][CH3:28])=[O:25])[CH2:21][CH2:20]1.C(N(CC)CC)C.O. (4) Given the product [NH2:20][C:17]1[CH:18]=[CH:19][C:14]([C:13]([C:9]2([CH2:31][CH2:32][CH2:33][CH3:34])[CH2:10][CH2:11][CH2:12][NH:8]2)=[O:30])=[CH:15][C:16]=1[Cl:29], predict the reactants needed to synthesize it. The reactants are: C(OC([N:8]1[CH2:12][CH2:11][CH2:10][C:9]1([CH2:31][CH2:32][CH2:33][CH3:34])[C:13](=[O:30])[C:14]1[CH:19]=[CH:18][C:17]([N:20]([Si](C)(C)C)[Si](C)(C)C)=[C:16]([Cl:29])[CH:15]=1)=O)(C)(C)C.